This data is from Forward reaction prediction with 1.9M reactions from USPTO patents (1976-2016). The task is: Predict the product of the given reaction. (1) Given the reactants [C:1]([O:5][C:6]([N:8]([C:10]1([C@@H:13]2[CH2:17][CH2:16][N:15]([C@H](C3C=CC=CC=3)C)[CH2:14]2)[CH2:12][CH2:11]1)[CH3:9])=[O:7])([CH3:4])([CH3:3])[CH3:2], predict the reaction product. The product is: [C:1]([O:5][C:6]([N:8]([C:10]1([C@@H:13]2[CH2:17][CH2:16][NH:15][CH2:14]2)[CH2:12][CH2:11]1)[CH3:9])=[O:7])([CH3:4])([CH3:2])[CH3:3]. (2) Given the reactants [CH:1]([C:5]1[CH:10]=[CH:9][CH:8]=[CH:7][C:6]=1[OH:11])([CH2:3][CH3:4])[CH3:2].[C:12](O)(=O)/[CH:13]=[CH:14]/[CH3:15].C1(P(C2C=CC=CC=2)C2C=CC=CC=2)C=CC=CC=1.N(C(OC(C)C)=O)=NC(OC(C)C)=O, predict the reaction product. The product is: [CH2:12]([O:11][C:6]1[CH:7]=[CH:8][CH:9]=[CH:10][C:5]=1[CH:1]([CH2:3][CH3:4])[CH3:2])[CH:13]=[CH:14][CH3:15].